This data is from Peptide-MHC class II binding affinity with 134,281 pairs from IEDB. The task is: Regression. Given a peptide amino acid sequence and an MHC pseudo amino acid sequence, predict their binding affinity value. This is MHC class II binding data. (1) The peptide sequence is SWIQSIPFVHLGHRD. The MHC is DRB1_0901 with pseudo-sequence DRB1_0901. The binding affinity (normalized) is 0.523. (2) The peptide sequence is RESLESLWAPFGVLR. The MHC is DRB1_0802 with pseudo-sequence DRB1_0802. The binding affinity (normalized) is 0.0559. (3) The peptide sequence is AFKVAATAANAAP. The MHC is DRB1_1001 with pseudo-sequence DRB1_1001. The binding affinity (normalized) is 0.977. (4) The peptide sequence is VKGDPVGILYAVFKA. The MHC is HLA-DPA10301-DPB10402 with pseudo-sequence HLA-DPA10301-DPB10402. The binding affinity (normalized) is 0.436. (5) The binding affinity (normalized) is 0.706. The MHC is DRB1_0404 with pseudo-sequence DRB1_0404. The peptide sequence is PTMLKKGMTTVLDFH.